Dataset: Catalyst prediction with 721,799 reactions and 888 catalyst types from USPTO. Task: Predict which catalyst facilitates the given reaction. (1) Reactant: Br[C:2]1[CH:7]=[CH:6][C:5]([O:8][CH2:9][CH3:10])=[CH:4][CH:3]=1.[Mg].[CH:12]([C:14]1[CH:24]=[CH:23][C:17]([C:18]([O:20][CH2:21][CH3:22])=[O:19])=[CH:16][C:15]=1[OH:25])=[O:13].Cl. Product: [CH2:9]([O:8][C:5]1[CH:6]=[CH:7][C:2]([CH:12]([OH:13])[C:14]2[CH:24]=[CH:23][C:17]([C:18]([O:20][CH2:21][CH3:22])=[O:19])=[CH:16][C:15]=2[OH:25])=[CH:3][CH:4]=1)[CH3:10]. The catalyst class is: 7. (2) Reactant: N([O-])=O.[Na+].[NH:5]1[C:13]2[C:8](=[CH:9][C:10](N)=[CH:11][CH:12]=2)[CH:7]=[N:6]1.[I-:15].[K+]. Product: [I:15][C:10]1[CH:9]=[C:8]2[C:13](=[CH:12][CH:11]=1)[NH:5][N:6]=[CH:7]2. The catalyst class is: 223. (3) Reactant: [Si](C=[N+]=[N-])(C)(C)[CH3:2].[C:8]([C:10]1[CH:15]=[CH:14][C:13]([CH:16]2[CH2:21][CH2:20][N:19]([C:22]([C:24]3[C:25]([CH3:37])=[CH:26][C:27]([CH:33]4[CH2:36][CH2:35][CH2:34]4)=[C:28]([CH:32]=3)[C:29](Cl)=[O:30])=[O:23])[CH2:18][CH2:17]2)=[CH:12][CH:11]=1)#[N:9].[BrH:38]. Product: [Br:38][CH2:2][C:29]([C:28]1[C:27]([CH:33]2[CH2:36][CH2:35][CH2:34]2)=[CH:26][C:25]([CH3:37])=[C:24]([CH:32]=1)[C:22]([N:19]1[CH2:20][CH2:21][CH:16]([C:13]2[CH:14]=[CH:15][C:10]([C:8]#[N:9])=[CH:11][CH:12]=2)[CH2:17][CH2:18]1)=[O:23])=[O:30]. The catalyst class is: 4. (4) Reactant: Cl[C:2]1[CH:38]=[CH:37][C:5]([O:6][C:7]2[CH:12]=[CH:11][C:10]([NH:13][C:14](=[O:36])[NH:15][C@@H:16]([CH2:29][C:30]3[CH:35]=[CH:34][CH:33]=[CH:32][CH:31]=3)[C:17]([NH:19][CH2:20][CH2:21][N:22]([CH:26]([CH3:28])[CH3:27])[CH:23]([CH3:25])[CH3:24])=[O:18])=[CH:9][CH:8]=2)=[CH:4][CH:3]=1.Cl.O1CCOCC1.C(N(CC)CC)C.O(C1C=CC(N=C=O)=CC=1)C1C=CC=CC=1. Product: [CH:26]([N:22]([CH:23]([CH3:25])[CH3:24])[CH2:21][CH2:20][NH:19][C:17](=[O:18])[C@@H:16]([NH:15][C:14]([NH:13][C:10]1[CH:11]=[CH:12][C:7]([O:6][C:5]2[CH:37]=[CH:38][CH:2]=[CH:3][CH:4]=2)=[CH:8][CH:9]=1)=[O:36])[CH2:29][C:30]1[CH:35]=[CH:34][CH:33]=[CH:32][CH:31]=1)([CH3:27])[CH3:28]. The catalyst class is: 91. (5) Reactant: [O:1]1[CH2:7][CH:6]([CH2:8][NH2:9])[CH2:5][O:4][C:3]2[CH:10]=[CH:11][CH:12]=[CH:13][C:2]1=2.[S:14](N)([NH2:17])(=[O:16])=[O:15].C(Cl)(Cl)Cl. Product: [O:1]1[CH2:7][CH:6]([CH2:8][NH:9][S:14]([NH2:17])(=[O:16])=[O:15])[CH2:5][O:4][C:3]2[CH:10]=[CH:11][CH:12]=[CH:13][C:2]1=2. The catalyst class is: 12.